From a dataset of Forward reaction prediction with 1.9M reactions from USPTO patents (1976-2016). Predict the product of the given reaction. Given the reactants [CH3:1][C:2]1[C:7]([CH:8]=[CH2:9])=[CH:6][CH:5]=[CH:4][C:3]=1[N+:10]([O-:12])=[O:11].C1C=C(Cl)C=C(C(OO)=[O:21])C=1, predict the reaction product. The product is: [CH3:1][C:2]1[C:3]([N+:10]([O-:12])=[O:11])=[CH:4][CH:5]=[CH:6][C:7]=1[CH:8]1[CH2:9][O:21]1.